The task is: Predict the reactants needed to synthesize the given product.. This data is from Full USPTO retrosynthesis dataset with 1.9M reactions from patents (1976-2016). (1) The reactants are: [N:1]1([CH2:7][CH2:8][O:9][C:10]2[C:19]3[C:14](=[CH:15][CH:16]=[CH:17][CH:18]=3)[C:13]([NH2:20])=[CH:12][CH:11]=2)[CH2:6][CH2:5][O:4][CH2:3][CH2:2]1.[Br:21][C:22]1[CH:23]=[C:24]([CH:28]=[CH:29][CH:30]=1)[C:25](O)=[O:26].CN(C(ON1N=NC2C=CC=CC1=2)=[N+](C)C)C.F[P-](F)(F)(F)(F)F.CCN(C(C)C)C(C)C. Given the product [Br:21][C:22]1[CH:23]=[C:24]([CH:28]=[CH:29][CH:30]=1)[C:25]([NH:20][C:13]1[C:14]2[C:19](=[CH:18][CH:17]=[CH:16][CH:15]=2)[C:10]([O:9][CH2:8][CH2:7][N:1]2[CH2:6][CH2:5][O:4][CH2:3][CH2:2]2)=[CH:11][CH:12]=1)=[O:26], predict the reactants needed to synthesize it. (2) Given the product [N:2]1[CH:7]=[CH:6][CH:5]=[CH:4][C:3]=1[CH2:8][NH:9][C:10]([CH:12]1[CH2:16][CH2:15][N:14]([CH2:38][C:37]2[CH:40]=[CH:41][CH:42]=[C:35]([O:34][C:31]3[CH:32]=[CH:33][C:28]([CH3:43])=[CH:29][CH:30]=3)[CH:36]=2)[CH2:13]1)=[O:11], predict the reactants needed to synthesize it. The reactants are: Cl.[N:2]1[CH:7]=[CH:6][CH:5]=[CH:4][C:3]=1[CH2:8][NH:9][C:10]([CH:12]1[CH2:16][CH2:15][NH:14][CH2:13]1)=[O:11].C(N(CC)CC)C.C(O)(=O)C.[C:28]1([CH3:43])[CH:33]=[CH:32][C:31]([O:34][C:35]2[CH:36]=[C:37]([CH:40]=[CH:41][CH:42]=2)[CH:38]=O)=[CH:30][CH:29]=1.C([BH3-])#N.[Na+]. (3) Given the product [Cl:1][C:2]1[CH:7]=[C:6]([O:8][CH3:9])[CH:5]=[CH:4][C:3]=1[CH:10]([CH3:24])[C:11]([C:17]1[CH:18]=[CH:19][C:20](=[O:23])[N:21]([CH3:25])[CH:22]=1)([OH:16])[C:12]([F:14])([F:15])[F:13], predict the reactants needed to synthesize it. The reactants are: [Cl:1][C:2]1[CH:7]=[C:6]([O:8][CH3:9])[CH:5]=[CH:4][C:3]=1[CH:10]([CH3:24])[C:11]([C:17]1[CH:18]=[CH:19][C:20](=[O:23])[NH:21][CH:22]=1)([OH:16])[C:12]([F:15])([F:14])[F:13].[C:25]([O-])([O-])=O.[K+].[K+].IC.CCOC(C)=O. (4) Given the product [NH2:11][C:10]1[C:3]([O:2][CH3:1])=[C:4]([CH:7]=[CH:8][CH:9]=1)[C:5]#[N:6], predict the reactants needed to synthesize it. The reactants are: [CH3:1][O:2][C:3]1[C:10]([N+:11]([O-])=O)=[CH:9][CH:8]=[CH:7][C:4]=1[C:5]#[N:6].